Dataset: Reaction yield outcomes from USPTO patents with 853,638 reactions. Task: Predict the reaction yield, written as a fraction of the theoretical maximum amount of product (1.0 means a 100% yield; for example, 0.34 means a 34% yield). (1) The reactants are [CH:1](=[O:10])[CH:2]=[CH:3][C:4]1[CH:9]=[CH:8][CH:7]=[CH:6][CH:5]=1.C([C:13]1[C:19](=[O:20])C(Cl)=C(Cl)C(=O)C=1C#N)#N.O.[O-2].[O-2].[O-2].[O:29]=[Si]=O.O=[Si]=O.O=[Si]=O.O=[Si]=O.[Al+3].[Al+3]. The catalyst is C(O)CO. The product is [C:1]([O:29][CH2:13][CH2:19][OH:20])(=[O:10])[CH:2]=[CH:3][C:4]1[CH:9]=[CH:8][CH:7]=[CH:6][CH:5]=1. The yield is 0.880. (2) The reactants are [CH3:1][S:2]([N:5]1[CH2:10][CH2:9][CH:8]([CH:11]([O:16][Si](CC)(CC)CC)[C:12]([F:15])([F:14])[F:13])[CH2:7][CH2:6]1)(=[O:4])=[O:3].Cl.C(=O)(O)[O-].[Na+].C(OCC)(=O)C. The catalyst is O1CCCC1. The product is [CH3:1][S:2]([N:5]1[CH2:10][CH2:9][CH:8]([CH:11]([OH:16])[C:12]([F:15])([F:14])[F:13])[CH2:7][CH2:6]1)(=[O:3])=[O:4]. The yield is 0.950. (3) The yield is 0.650. The product is [C:7]1(=[O:8])[N:3]([CH2:2][P:14](=[O:19])([O:17][CH3:18])[O:15][CH3:16])[C:4](=[O:13])[C:5]2=[CH:12][CH:11]=[CH:10][CH:9]=[C:6]12. The catalyst is C1(C)C(C)=CC=CC=1. The reactants are Br[CH2:2][N:3]1[C:7](=[O:8])[C:6]2=[CH:9][CH:10]=[CH:11][CH:12]=[C:5]2[C:4]1=[O:13].[P:14]([O:19]C)([O:17][CH3:18])[O:15][CH3:16].